Dataset: Forward reaction prediction with 1.9M reactions from USPTO patents (1976-2016). Task: Predict the product of the given reaction. (1) Given the reactants [Br:1][C:2]1[CH:7]=[CH:6][C:5]([C:8](=[O:11])[CH2:9][Cl:10])=[C:4]([F:12])[CH:3]=1.[BH4-].[Na+].O, predict the reaction product. The product is: [Br:1][C:2]1[CH:7]=[CH:6][C:5]([CH:8]([OH:11])[CH2:9][Cl:10])=[C:4]([F:12])[CH:3]=1. (2) Given the reactants [CH2:1]([O:3][C:4]1[CH:5]=[C:6]([C:13](=[O:38])[CH2:14][CH2:15][C:16]([NH:18][C:19]2[CH:20]=[CH:21][C:22]([CH2:31][CH2:32][C:33]([O:35]CC)=[O:34])=[C:23]([C:25]3[CH:30]=[CH:29][CH:28]=[CH:27][CH:26]=3)[CH:24]=2)=[O:17])[CH:7]=[CH:8][C:9]=1[O:10][CH2:11][CH3:12])[CH3:2].C1COCC1.[OH-].[Na+], predict the reaction product. The product is: [CH2:1]([O:3][C:4]1[CH:5]=[C:6]([C:13](=[O:38])[CH2:14][CH2:15][C:16]([NH:18][C:19]2[CH:20]=[CH:21][C:22]([CH2:31][CH2:32][C:33]([OH:35])=[O:34])=[C:23]([C:25]3[CH:26]=[CH:27][CH:28]=[CH:29][CH:30]=3)[CH:24]=2)=[O:17])[CH:7]=[CH:8][C:9]=1[O:10][CH2:11][CH3:12])[CH3:2]. (3) Given the reactants Cl[C:2]1[CH:3]=[C:4]([N:13](CC2C=CC(OC)=CC=2)[C:14]2[CH:15]=[C:16]([CH:27]=[CH:28][CH:29]=2)[C:17]([N:19]([CH3:26])[CH:20]2[CH2:24][CH2:23][N:22]([CH3:25])[CH2:21]2)=[O:18])[C:5]2[N:6]([C:8]([C:11]#[N:12])=[CH:9][N:10]=2)[N:7]=1.[CH3:39][O:40][C:41]1[CH:42]=[C:43]([CH:45]=[C:46]([N:48]2[C:52]([CH3:53])=[N:51][N:50]=[N:49]2)[CH:47]=1)[NH2:44].CO, predict the reaction product. The product is: [C:11]([C:8]1[N:6]2[N:7]=[C:2]([NH:44][C:43]3[CH:45]=[C:46]([N:48]4[C:52]([CH3:53])=[N:51][N:50]=[N:49]4)[CH:47]=[C:41]([O:40][CH3:39])[CH:42]=3)[CH:3]=[C:4]([NH:13][C:14]3[CH:15]=[C:16]([CH:27]=[CH:28][CH:29]=3)[C:17]([N:19]([CH3:26])[CH:20]3[CH2:24][CH2:23][N:22]([CH3:25])[CH2:21]3)=[O:18])[C:5]2=[N:10][CH:9]=1)#[N:12]. (4) The product is: [C:40]([C:3]1[CH:2]=[CH:28][CH:32]=[CH:31][C:30]=1[CH:11]1[CH2:14][N:13]([C:15]([O:17][C:18]([CH3:21])([CH3:20])[CH3:19])=[O:16])[CH2:12]1)(=[O:41])[CH3:39]. Given the reactants Br[CH2:2][CH2:3]Br.[Si](Cl)(C)(C)C.I[CH:11]1[CH2:14][N:13]([C:15]([O:17][C:18]([CH3:21])([CH3:20])[CH3:19])=[O:16])[CH2:12]1.O1[CH:28]=[CH:32][CH:31]=[C:30]1P([C:28]1O[CH:30]=[CH:31][CH:32]=1)[C:28]1O[CH:30]=[CH:31][CH:32]=1.C1C[O:41][CH2:40][CH2:39]1, predict the reaction product. (5) Given the reactants [CH2:1]([O:3][CH2:4][CH2:5][O:6][C:7]1[CH:20]=[CH:19][C:10]([O:11]CC2C=CC=CC=2)=[CH:9][CH:8]=1)[CH3:2], predict the reaction product. The product is: [CH2:1]([O:3][CH2:4][CH2:5][O:6][C:7]1[CH:8]=[CH:9][C:10]([OH:11])=[CH:19][CH:20]=1)[CH3:2]. (6) Given the reactants Cl[C:2]1[N:3]=[N:4][C:5]2[CH2:6][O:7][C:8]3[C:13]([C:14]=2[CH:15]=1)=[CH:12][CH:11]=[C:10]([NH:16][C:17](=[O:22])[C:18]([CH3:21])([CH3:20])[CH3:19])[C:9]=3[C:23]([O:25][CH3:26])=[O:24].C([O-])=O.[NH4+], predict the reaction product. The product is: [CH3:19][C:18]([CH3:21])([CH3:20])[C:17]([NH:16][C:10]1[C:9]([C:23]([O:25][CH3:26])=[O:24])=[C:8]2[C:13]([C:14]3[CH:15]=[CH:2][N:3]=[N:4][C:5]=3[CH2:6][O:7]2)=[CH:12][CH:11]=1)=[O:22]. (7) Given the reactants [CH2:1]([NH2:5])[CH2:2][C:3]#[CH:4].[C:6](O[C:6]([O:8][C:9]([CH3:12])([CH3:11])[CH3:10])=[O:7])([O:8][C:9]([CH3:12])([CH3:11])[CH3:10])=[O:7].C(N(CC)CC)C.O, predict the reaction product. The product is: [CH2:1]([NH:5][C:6](=[O:7])[O:8][C:9]([CH3:12])([CH3:11])[CH3:10])[CH2:2][C:3]#[CH:4]. (8) Given the reactants [C:1]([O:4][C@@H:5]1[C@H:9]([O:10][C:11](=[O:13])[CH3:12])[C@@H:8]([CH2:14][O:15][C:16](=[O:18])[CH3:17])[O:7][C@H:6]1[N:19]1[CH:27]=[N:26][C:25]2[C:20]1=[N:21][C:22](N)=[N:23][C:24]=2[Cl:28])(=[O:3])[CH3:2].[I:30]CI.N(OCCCCC)=O, predict the reaction product. The product is: [C:1]([O:4][C@@H:5]1[C@H:9]([O:10][C:11](=[O:13])[CH3:12])[C@@H:8]([CH2:14][O:15][C:16](=[O:18])[CH3:17])[O:7][C@H:6]1[N:19]1[CH:27]=[N:26][C:25]2[C:20]1=[N:21][C:22]([I:30])=[N:23][C:24]=2[Cl:28])(=[O:3])[CH3:2]. (9) Given the reactants [Br:1][C:2]1[CH:7]=[CH:6][CH:5]=[CH:4][C:3]=1[CH2:8][C:9]([OH:11])=[O:10].O.[CH3:13]C1C=CC(S(O)(=O)=O)=CC=1, predict the reaction product. The product is: [Br:1][C:2]1[CH:7]=[CH:6][CH:5]=[CH:4][C:3]=1[CH2:8][C:9]([O:11][CH3:13])=[O:10]. (10) Given the reactants CS(C)=O.C(Cl)(=O)C(Cl)=O.[OH:11][C@@H:12]1[C@@H:17]([C:18]2[CH:23]=[CH:22][C:21]([O:24][CH3:25])=[CH:20][CH:19]=2)[CH2:16][CH2:15][N:14]([CH:26]2[CH2:30][CH2:29][N:28]([CH2:31][C:32]3[CH:37]=[CH:36][C:35]([CH3:38])=[CH:34][CH:33]=3)[C:27]2=[O:39])[CH2:13]1.C(N(CC)CC)C, predict the reaction product. The product is: [CH3:25][O:24][C:21]1[CH:22]=[CH:23][C:18]([CH:17]2[CH2:16][CH2:15][N:14]([CH:26]3[CH2:30][CH2:29][N:28]([CH2:31][C:32]4[CH:33]=[CH:34][C:35]([CH3:38])=[CH:36][CH:37]=4)[C:27]3=[O:39])[CH2:13][C:12]2=[O:11])=[CH:19][CH:20]=1.